From a dataset of NCI-60 drug combinations with 297,098 pairs across 59 cell lines. Regression. Given two drug SMILES strings and cell line genomic features, predict the synergy score measuring deviation from expected non-interaction effect. (1) Drug 2: CS(=O)(=O)OCCCCOS(=O)(=O)C. Synergy scores: CSS=-1.83, Synergy_ZIP=-4.55, Synergy_Bliss=-9.04, Synergy_Loewe=-10.5, Synergy_HSA=-9.88. Drug 1: CNC(=O)C1=CC=CC=C1SC2=CC3=C(C=C2)C(=NN3)C=CC4=CC=CC=N4. Cell line: IGROV1. (2) Drug 1: CN1CCC(CC1)COC2=C(C=C3C(=C2)N=CN=C3NC4=C(C=C(C=C4)Br)F)OC. Drug 2: CC1OCC2C(O1)C(C(C(O2)OC3C4COC(=O)C4C(C5=CC6=C(C=C35)OCO6)C7=CC(=C(C(=C7)OC)O)OC)O)O. Cell line: NCI-H460. Synergy scores: CSS=52.2, Synergy_ZIP=7.47, Synergy_Bliss=7.37, Synergy_Loewe=4.22, Synergy_HSA=8.84. (3) Drug 1: CCC(=C(C1=CC=CC=C1)C2=CC=C(C=C2)OCCN(C)C)C3=CC=CC=C3.C(C(=O)O)C(CC(=O)O)(C(=O)O)O. Drug 2: CC1C(C(CC(O1)OC2CC(CC3=C2C(=C4C(=C3O)C(=O)C5=CC=CC=C5C4=O)O)(C(=O)C)O)N)O. Cell line: OVCAR3. Synergy scores: CSS=41.1, Synergy_ZIP=2.72, Synergy_Bliss=1.81, Synergy_Loewe=-3.29, Synergy_HSA=1.51. (4) Drug 1: C1CN(CCN1C(=O)CCBr)C(=O)CCBr. Drug 2: C1C(C(OC1N2C=NC3=C2NC=NCC3O)CO)O. Cell line: IGROV1. Synergy scores: CSS=14.8, Synergy_ZIP=-4.93, Synergy_Bliss=-1.17, Synergy_Loewe=-0.932, Synergy_HSA=-0.839.